Dataset: Reaction yield outcomes from USPTO patents with 853,638 reactions. Task: Predict the reaction yield, written as a fraction of the theoretical maximum amount of product (1.0 means a 100% yield; for example, 0.34 means a 34% yield). (1) The reactants are [N-:1]=[N+:2]=[N-:3].[Na+].[CH3:5][O:6][C:7]([C:9]1[CH:10]=[C:11]([C:20]2[CH:25]=[CH:24][C:23]([CH3:26])=[CH:22][CH:21]=2)[CH:12]=[C:13]([C:15](=O)[NH:16][CH2:17][CH3:18])[CH:14]=1)=[O:8].[Si](Cl)(Cl)(Cl)Cl.C([O-])([O-])=O.[Na+].[Na+]. The catalyst is C(#N)C. The product is [CH3:5][O:6][C:7]([C:9]1[CH:10]=[C:11]([C:20]2[CH:21]=[CH:22][C:23]([CH3:26])=[CH:24][CH:25]=2)[CH:12]=[C:13]([C:15]2[N:16]([CH2:17][CH3:18])[N:3]=[N:2][N:1]=2)[CH:14]=1)=[O:8]. The yield is 0.890. (2) The reactants are [OH-].[Na+].C([O:5][C:6](=[O:34])[CH2:7][S:8][C:9]1[N:18]=[C:17]([CH3:19])[CH:16]=[C:15]2[C:10]=1[C:11](=[O:33])[CH:12]=[C:13]([NH:26][C:27]1[CH:32]=[CH:31][CH:30]=[CH:29][CH:28]=1)[N:14]2[C:20]1[CH:25]=[CH:24][CH:23]=[CH:22][CH:21]=1)C. The catalyst is CCO. The product is [NH:26]([C:13]1[N:14]([C:20]2[CH:25]=[CH:24][CH:23]=[CH:22][CH:21]=2)[C:15]2[C:10]([C:11](=[O:33])[CH:12]=1)=[C:9]([S:8][CH2:7][C:6]([OH:34])=[O:5])[N:18]=[C:17]([CH3:19])[CH:16]=2)[C:27]1[CH:32]=[CH:31][CH:30]=[CH:29][CH:28]=1. The yield is 0.600.